From a dataset of Reaction yield outcomes from USPTO patents with 853,638 reactions. Predict the reaction yield, written as a fraction of the theoretical maximum amount of product (1.0 means a 100% yield; for example, 0.34 means a 34% yield). The reactants are [F:1][C:2]1[CH:3]=[C:4]([C:20]2[C:21]([C:26]#[N:27])=[CH:22][CH:23]=[CH:24][CH:25]=2)[CH:5]=[CH:6][C:7]=1[CH2:8][N:9]1[C:14](=[O:15])[CH:13]=[C:12]([CH3:16])[N:11]=[C:10]1[CH2:17][CH2:18][CH3:19].C([O-])(=O)C.[Na+].[Br:33]Br. The catalyst is C(O)(=O)C.C1(C)C=CC=CC=1. The product is [Br:33][C:13]1[C:14](=[O:15])[N:9]([CH2:8][C:7]2[CH:6]=[CH:5][C:4]([C:20]3[C:21]([C:26]#[N:27])=[CH:22][CH:23]=[CH:24][CH:25]=3)=[CH:3][C:2]=2[F:1])[C:10]([CH2:17][CH2:18][CH3:19])=[N:11][C:12]=1[CH3:16]. The yield is 0.380.